From a dataset of Catalyst prediction with 721,799 reactions and 888 catalyst types from USPTO. Predict which catalyst facilitates the given reaction. The catalyst class is: 4. Product: [OH:25][N:24]([C:26]1[CH:31]=[CH:30][CH:29]=[CH:28][CH:27]=1)[C:20](=[O:21])/[CH:19]=[CH:18]/[C:17]1[CH:22]=[CH:23][C:14]([O:13][CH3:12])=[CH:15][CH:16]=1. Reactant: C1CCN2C(=NCCC2)CC1.[CH3:12][O:13][C:14]1[CH:23]=[CH:22][C:17](/[CH:18]=[CH:19]/[CH:20]=[O:21])=[CH:16][CH:15]=1.[N:24]([C:26]1[CH:31]=[CH:30][CH:29]=[CH:28][CH:27]=1)=[O:25].